Dataset: Full USPTO retrosynthesis dataset with 1.9M reactions from patents (1976-2016). Task: Predict the reactants needed to synthesize the given product. Given the product [CH3:1][O:2][CH2:3][CH2:4][O:5][CH2:6][CH2:7][CH2:8][C@:9]12[CH2:17][CH2:16][C:15]3[C:18]4[CH:19]=[CH:20][C:21]([O:26][CH3:27])=[CH:22][C:23]=4[CH2:24][CH2:25][C:14]=3[C@@H:13]1[CH2:12][CH2:11][CH:10]2[OH:28], predict the reactants needed to synthesize it. The reactants are: [CH3:1][O:2][CH2:3][CH2:4][O:5][CH2:6][CH2:7][CH2:8][C@:9]12[CH2:17][CH2:16][C:15]3[C:18]4[CH:19]=[CH:20][C:21]([O:26][CH3:27])=[CH:22][C:23]=4[CH2:24][CH2:25][C:14]=3[C@@H:13]1[CH2:12][CH2:11][C:10]2=[O:28].[BH4-].[Na+].